This data is from Full USPTO retrosynthesis dataset with 1.9M reactions from patents (1976-2016). The task is: Predict the reactants needed to synthesize the given product. (1) Given the product [Cl-:8].[CH3:11][N+:12]([CH2:7][C:6]1[CH:9]=[CH:10][C:3]([CH:1]=[CH2:2])=[CH:4][CH:5]=1)([CH3:13])[CH2:14][CH2:15][CH2:16][CH2:17][CH2:18][CH2:19][CH2:20][CH2:21][CH2:22][CH2:23][CH2:24][CH2:25][CH2:26][CH2:27][CH2:28][CH2:29][CH2:30][CH3:31], predict the reactants needed to synthesize it. The reactants are: [CH:1]([C:3]1[CH:10]=[CH:9][C:6]([CH2:7][Cl:8])=[CH:5][CH:4]=1)=[CH2:2].[CH3:11][N:12]([CH2:14][CH2:15][CH2:16][CH2:17][CH2:18][CH2:19][CH2:20][CH2:21][CH2:22][CH2:23][CH2:24][CH2:25][CH2:26][CH2:27][CH2:28][CH2:29][CH2:30][CH3:31])[CH3:13]. (2) Given the product [O:54]=[C:52]1[NH:51][CH2:50][CH2:47][N:49]([C:25]([C:16]2[CH:15]=[C:14]([C:5]3[CH:4]=[C:3]([CH:8]=[C:7]([O:9][C:10]([F:12])([F:13])[F:11])[CH:6]=3)[C:1]#[N:2])[N:18]([C:19]3[CH:20]=[N:21][CH:22]=[CH:23][CH:24]=3)[N:17]=2)=[O:26])[CH2:53]1, predict the reactants needed to synthesize it. The reactants are: [C:1]([C:3]1[CH:4]=[C:5]([C:14]2[N:18]([C:19]3[CH:20]=[N:21][CH:22]=[CH:23][CH:24]=3)[N:17]=[C:16]([C:25](O)=[O:26])[CH:15]=2)[CH:6]=[C:7]([O:9][C:10]([F:13])([F:12])[F:11])[CH:8]=1)#[N:2].ClC1C=C(C2N(C3C=CC=CN=3)N=C([C:47]([N:49]3[CH2:53][C:52](=[O:54])[NH:51][CH2:50]3)=O)C=2)C=C(F)C=1.O=C1CNCCN1. (3) Given the product [Cl:1][C:2]1[N:11]=[C:10]([NH:24][C:25]2[CH:30]=[CH:29][CH:28]=[CH:27][CH:26]=2)[C:9]2[C:4](=[C:5]([O:13][CH3:14])[CH:6]=[CH:7][CH:8]=2)[N:3]=1, predict the reactants needed to synthesize it. The reactants are: [Cl:1][C:2]1[N:11]=[C:10](Cl)[C:9]2[C:4](=[C:5]([O:13][CH3:14])[CH:6]=[CH:7][CH:8]=2)[N:3]=1.C(N(CC)C(C)C)(C)C.[NH2:24][C:25]1[CH:30]=[CH:29][CH:28]=[CH:27][CH:26]=1. (4) Given the product [F:7][CH:5]1[CH2:6][CH:4]1[C:8]([O:10][CH2:11][CH3:12])=[O:9], predict the reactants needed to synthesize it. The reactants are: [BH4-].[Na+].Cl[C:4]1([C:8]([O:10][CH2:11][CH3:12])=[O:9])[CH2:6][CH:5]1[F:7]. (5) Given the product [C:1]([C:5]1[CH:6]=[CH:7][C:8]([OH:14])=[C:9]([CH:13]=1)[C:10]([NH:18][C:17]1[CH:19]=[CH:20][C:21]([N+:23]([O-:25])=[O:24])=[CH:22][C:16]=1[Cl:15])=[O:12])([CH3:2])([CH3:3])[CH3:4], predict the reactants needed to synthesize it. The reactants are: [C:1]([C:5]1[CH:6]=[CH:7][C:8]([OH:14])=[C:9]([CH:13]=1)[C:10]([OH:12])=O)([CH3:4])([CH3:3])[CH3:2].[Cl:15][C:16]1[CH:22]=[C:21]([N+:23]([O-:25])=[O:24])[CH:20]=[CH:19][C:17]=1[NH2:18].